Dataset: Catalyst prediction with 721,799 reactions and 888 catalyst types from USPTO. Task: Predict which catalyst facilitates the given reaction. Reactant: [Cl:1][C:2]1[CH:9]=[CH:8][C:5]([C:6]#[N:7])=[C:4]([O:10][C:11]2[CH:16]=[CH:15][CH:14]=[C:13]([CH:17]=[O:18])[C:12]=2[OH:19])[CH:3]=1.Br[CH2:21][CH2:22][OH:23].C(=O)([O-])[O-].[Cs+].[Cs+].O. Product: [Cl:1][C:2]1[CH:9]=[CH:8][C:5]([C:6]#[N:7])=[C:4]([O:10][C:11]2[CH:16]=[CH:15][CH:14]=[C:13]([CH:17]=[O:18])[C:12]=2[O:19][CH2:21][CH2:22][OH:23])[CH:3]=1. The catalyst class is: 3.